Dataset: Catalyst prediction with 721,799 reactions and 888 catalyst types from USPTO. Task: Predict which catalyst facilitates the given reaction. (1) Reactant: [I:1][C:2]1[C:10]2[C:5](=[CH:6][CH:7]=[C:8]([C:11]([F:14])([F:13])[F:12])[CH:9]=2)[NH:4][N:3]=1.[CH3:15]C([O-])(C)C.[K+].IC. Product: [I:1][C:2]1[C:10]2[C:5](=[CH:6][CH:7]=[C:8]([C:11]([F:13])([F:12])[F:14])[CH:9]=2)[N:4]([CH3:15])[N:3]=1. The catalyst class is: 1. (2) Reactant: [Si]([O:8][C:9]1[CH:10]=[C:11]2[C:15](=[CH:16][CH:17]=1)[N:14]([CH:18]1[CH2:23][CH2:22][CH2:21][CH2:20][O:19]1)[N:13]=[C:12]2[CH:24]=[O:25])(C(C)(C)C)(C)C.CCCC[N+](CCCC)(CCCC)CCCC.[F-]. Product: [OH:8][C:9]1[CH:10]=[C:11]2[C:15](=[CH:16][CH:17]=1)[N:14]([CH:18]1[CH2:23][CH2:22][CH2:21][CH2:20][O:19]1)[N:13]=[C:12]2[CH:24]=[O:25]. The catalyst class is: 20.